Predict which catalyst facilitates the given reaction. From a dataset of Catalyst prediction with 721,799 reactions and 888 catalyst types from USPTO. (1) Reactant: [OH:1][C:2]1[CH:15]=[CH:14][C:5]([C:6]([C:8]2[CH:13]=[CH:12][CH:11]=[CH:10][CH:9]=2)=[O:7])=[CH:4][CH:3]=1.[CH2:16]([Sn:20]([CH2:27][CH2:28][CH2:29][CH3:30])([CH2:23][CH2:24][CH2:25][CH3:26])OC)[CH2:17][CH2:18][CH3:19]. Product: [CH2:27]([Sn:20]([CH2:16][CH2:17][CH2:18][CH3:19])([CH2:23][CH2:24][CH2:25][CH3:26])[O:1][C:2]1[CH:3]=[CH:4][C:5]([C:6]([C:8]2[CH:13]=[CH:12][CH:11]=[CH:10][CH:9]=2)=[O:7])=[CH:14][CH:15]=1)[CH2:28][CH2:29][CH3:30]. The catalyst class is: 26. (2) Reactant: [CH3:1][C:2]1[C:11]2[N:10]3[CH:12]=[CH:13][CH:14]=[C:9]3[C:8](=[O:15])[N:7]([CH2:16][C:17]([OH:19])=O)[C:6]=2[N:5]=[CH:4][CH:3]=1.[CH3:20][O:21][C:22]1[CH:27]=[CH:26][C:25]([N:28]2[CH2:33][CH2:32][N:31]([CH2:34][CH2:35][CH2:36][NH2:37])[CH2:30][CH2:29]2)=[CH:24][CH:23]=1.C(N=C=NC(C)C)(C)C. Product: [CH3:20][O:21][C:22]1[CH:23]=[CH:24][C:25]([N:28]2[CH2:29][CH2:30][N:31]([CH2:34][CH2:35][CH2:36][NH:37][C:17](=[O:19])[CH2:16][N:7]3[C:6]4[N:5]=[CH:4][CH:3]=[C:2]([CH3:1])[C:11]=4[N:10]4[CH:12]=[CH:13][CH:14]=[C:9]4[C:8]3=[O:15])[CH2:32][CH2:33]2)=[CH:26][CH:27]=1. The catalyst class is: 79.